This data is from Catalyst prediction with 721,799 reactions and 888 catalyst types from USPTO. The task is: Predict which catalyst facilitates the given reaction. (1) Reactant: [C:1]([O:14][CH2:15][CH2:16][N:17]([CH3:19])[CH3:18])(=[O:13])[CH2:2][CH2:3][CH2:4][CH2:5][CH2:6][CH2:7][CH2:8][CH2:9][CH2:10][CH2:11][CH3:12].[CH2:20]([Cl:27])[C:21]1[CH:26]=[CH:25][CH:24]=[CH:23][CH:22]=1. Product: [Cl-:27].[CH3:19][N+:17]([CH3:18])([CH2:16][CH2:15][O:14][C:1](=[O:13])[CH2:2][CH2:3][CH2:4][CH2:5][CH2:6][CH2:7][CH2:8][CH2:9][CH2:10][CH2:11][CH3:12])[CH2:20][C:21]1[CH:26]=[CH:25][CH:24]=[CH:23][CH:22]=1. The catalyst class is: 21. (2) Reactant: [CH2:1]([O:3][C:4]1[CH:9]=[C:8]([O:10][CH2:11][C:12]2[CH:17]=[CH:16][C:15]([O:18][CH2:19][C:20]3[N:21]=[C:22]([C:26]4[CH:31]=[CH:30][CH:29]=[CH:28][CH:27]=4)[O:23][C:24]=3[CH3:25])=[CH:14][CH:13]=2)[CH:7]=[CH:6][C:5]=1[CH2:32][CH2:33][C:34]([O:36]CC)=[O:35])[CH3:2].O1CCCC1.[OH-].[Na+].Cl. Product: [CH2:1]([O:3][C:4]1[CH:9]=[C:8]([O:10][CH2:11][C:12]2[CH:13]=[CH:14][C:15]([O:18][CH2:19][C:20]3[N:21]=[C:22]([C:26]4[CH:27]=[CH:28][CH:29]=[CH:30][CH:31]=4)[O:23][C:24]=3[CH3:25])=[CH:16][CH:17]=2)[CH:7]=[CH:6][C:5]=1[CH2:32][CH2:33][C:34]([OH:36])=[O:35])[CH3:2]. The catalyst class is: 97. (3) Reactant: [Cl:1][C:2]1[CH:24]=[CH:23][C:5]2[O:6][C:7]3[CH:22]=[CH:21][CH:20]=[CH:19][C:8]=3[C@@H:9]3[C@H:14]([NH:15][C:16](=[O:18])[CH3:17])[CH2:13][CH2:12][CH2:11][N:10]3[C:4]=2[CH:3]=1.[Cl:25]N1C(=O)CCC1=O.Cl. Product: [Cl:25][C:3]1[C:4]2[N:10]3[CH2:11][CH2:12][CH2:13][C@@H:14]([NH:15][C:16](=[O:18])[CH3:17])[C@H:9]3[C:8]3[CH:19]=[CH:20][CH:21]=[CH:22][C:7]=3[O:6][C:5]=2[CH:23]=[CH:24][C:2]=1[Cl:1]. The catalyst class is: 21. (4) Reactant: [OH:1][C:2]1[CH:9]=[C:8]([C:10](=[O:13])[CH:11]=[CH2:12])[CH:7]=[C:6]([OH:14])[C:3]=1[CH:4]=O.[C:15]1(P(C2C=CC=CC=2)C2C=CC=CC=2)C=CC=CC=1.C([Li])CCC. Product: [CH:4]([C:3]1[C:2]([OH:1])=[CH:9][C:8]([C:10](=[O:13])[CH:11]=[CH2:12])=[CH:7][C:6]=1[OH:14])=[CH2:15]. The catalyst class is: 11. (5) Reactant: [F:1][C:2]1[CH:7]=[CH:6][C:5]([N:8]2[C@H:11]([C:12]3[CH:17]=[CH:16][C:15]([C:18]4[CH:23]=[CH:22][CH:21]=[C:20]([OH:24])[CH:19]=4)=[CH:14][CH:13]=3)[C@@H:10]([CH2:25][CH2:26][C@@H:27]([C:29]3[CH:34]=[CH:33][C:32]([F:35])=[CH:31][CH:30]=3)[OH:28])[C:9]2=[O:36])=[CH:4][CH:3]=1.[Br-:37].[Br-].[Br-].C([N+](CCCC)(CCCC)CCCC)CCC.C([N+](CCCC)(CCCC)CCCC)CCC.C([N+](CCCC)(CCCC)CCCC)CCC.S([O-])([O-])(=O)=S.[Na+].[Na+].C(#N)C. Product: [Br:37][C:23]1[CH:22]=[CH:21][C:20]([OH:24])=[CH:19][C:18]=1[C:15]1[CH:14]=[CH:13][C:12]([C@H:11]2[N:8]([C:5]3[CH:4]=[CH:3][C:2]([F:1])=[CH:7][CH:6]=3)[C:9](=[O:36])[C@@H:10]2[CH2:25][CH2:26][C@@H:27]([C:29]2[CH:30]=[CH:31][C:32]([F:35])=[CH:33][CH:34]=2)[OH:28])=[CH:17][CH:16]=1. The catalyst class is: 146.